Dataset: Catalyst prediction with 721,799 reactions and 888 catalyst types from USPTO. Task: Predict which catalyst facilitates the given reaction. (1) Reactant: [C:1]([N:8]1[CH:12]=[CH:11]N=C1)([N:3]1[CH:7]=[CH:6][N:5]=[CH:4]1)=[O:2].[C:13]1([CH2:19]CCN)[CH:18]=[CH:17][CH:16]=[CH:15][CH:14]=1. Product: [C:13]1([CH2:19][CH2:11][CH2:12][NH:8][C:1]([N:3]2[CH:7]=[CH:6][N:5]=[CH:4]2)=[O:2])[CH:18]=[CH:17][CH:16]=[CH:15][CH:14]=1. The catalyst class is: 1. (2) Reactant: [C:9](O[C:9]([O:11][C:12]([CH3:15])([CH3:14])[CH3:13])=[O:10])([O:11][C:12]([CH3:15])([CH3:14])[CH3:13])=[O:10].[C:16]1([C:29]2[CH:34]=[CH:33][CH:32]=[CH:31][CH:30]=2)[CH:21]=[CH:20][C:19]([C@@:22]([C:25]([O:27][CH3:28])=[O:26])([CH3:24])[NH2:23])=[CH:18][CH:17]=1.CCN(CC)CC. Product: [C:16]1([C:29]2[CH:30]=[CH:31][CH:32]=[CH:33][CH:34]=2)[CH:21]=[CH:20][C:19]([C@@:22]([C:25]([O:27][CH3:28])=[O:26])([CH3:24])[NH:23][C:9]([O:11][C:12]([CH3:13])([CH3:14])[CH3:15])=[O:10])=[CH:18][CH:17]=1. The catalyst class is: 2.